This data is from Forward reaction prediction with 1.9M reactions from USPTO patents (1976-2016). The task is: Predict the product of the given reaction. (1) The product is: [CH:1]12[C:13](=[O:14])[O:15][C:10](=[O:12])[CH:2]1[CH2:3][CH:4]([C:7]([OH:9])=[O:8])[CH2:5][CH2:6]2. Given the reactants [CH:1]1([C:13]([OH:15])=[O:14])[CH2:6][CH2:5][CH:4]([C:7]([OH:9])=[O:8])[CH2:3][CH:2]1[C:10]([OH:12])=O.C(OC(=O)C)(=O)C, predict the reaction product. (2) Given the reactants [Br:1][CH2:2][CH2:3][CH2:4][CH2:5][CH2:6][CH2:7][CH2:8][CH2:9][O:10][C:11]1[CH:34]=[CH:33][C:14]([C:15]([C:17]2[CH:22]=[CH:21][C:20]([O:23][CH2:24][CH2:25][CH2:26][CH2:27][CH2:28][CH2:29][CH2:30][CH2:31][Br:32])=[CH:19][CH:18]=2)=O)=[CH:13][CH:12]=1, predict the reaction product. The product is: [Br:1][CH2:2][CH2:3][CH2:4][CH2:5][CH2:6][CH2:7][CH2:8][CH2:9][O:10][C:11]1[CH:34]=[CH:33][C:14]([C:15]([C:17]2[CH:22]=[CH:21][C:20]([O:23][CH2:24][CH2:25][CH2:26][CH2:27][CH2:28][CH2:29][CH2:30][CH2:31][Br:32])=[CH:19][CH:18]=2)=[C:15]([C:14]2[CH:33]=[CH:34][C:11]([O:10][CH2:9][CH2:8][CH2:7][CH2:6][CH2:5][CH2:4][CH2:3][CH2:2][Br:1])=[CH:12][CH:13]=2)[C:17]2[CH:18]=[CH:19][C:20]([O:23][CH2:24][CH2:25][CH2:26][CH2:27][CH2:28][CH2:29][CH2:30][CH2:31][Br:32])=[CH:21][CH:22]=2)=[CH:13][CH:12]=1. (3) Given the reactants C(OC([N:8]1[CH2:13][CH2:12][N:11]([C:14]2[CH:15]=[N:16][C:17]([NH:20][C:21]3[N:22]=[CH:23][C:24]4[C:30]([CH3:31])=[C:29]([Br:32])[C:28](=[O:33])[N:27]([CH:34]5[CH2:38][CH2:37][CH2:36][CH2:35]5)[C:25]=4[N:26]=3)=[CH:18][CH:19]=2)[CH2:10][C:9]1([CH3:40])[CH3:39])=O)(C)(C)C.[Cl:41]CCl, predict the reaction product. The product is: [ClH:41].[Br:32][C:29]1[C:28](=[O:33])[N:27]([CH:34]2[CH2:38][CH2:37][CH2:36][CH2:35]2)[C:25]2[N:26]=[C:21]([NH:20][C:17]3[CH:18]=[CH:19][C:14]([N:11]4[CH2:12][CH2:13][NH:8][C:9]([CH3:40])([CH3:39])[CH2:10]4)=[CH:15][N:16]=3)[N:22]=[CH:23][C:24]=2[C:30]=1[CH3:31]. (4) Given the reactants O=[CH:2][CH2:3][CH2:4][NH:5][C:6](=[O:12])[O:7][C:8]([CH3:11])([CH3:10])[CH3:9].[CH2:13]([NH2:16])[CH2:14][NH2:15].C(=O)([O-])[O-].[K+].[K+].II, predict the reaction product. The product is: [NH:15]1[CH2:14][CH2:13][N:16]=[C:2]1[CH2:3][CH2:4][NH:5][C:6](=[O:12])[O:7][C:8]([CH3:11])([CH3:10])[CH3:9]. (5) Given the reactants [OH:1][C:2]1[CH:10]=[CH:9][C:5]([C:6]([OH:8])=[O:7])=[CH:4][C:3]=1[C:11]([OH:13])=[O:12].S(=O)(=O)(O)O.C(=O)(O)[O-].[Na+].[CH2:24](O)[CH3:25], predict the reaction product. The product is: [CH2:24]([O:7][C:6](=[O:8])[C:5]1[CH:9]=[CH:10][C:2]([OH:1])=[C:3]([C:11]([OH:13])=[O:12])[CH:4]=1)[CH3:25]. (6) The product is: [CH3:15][O:16][C:17](=[O:20])[CH2:18][CH2:19][C:2]1[CH:7]=[CH:6][CH:5]=[CH:4][C:3]=1[C:8]([F:14])([F:13])[C:9]([F:12])([F:11])[F:10]. Given the reactants Br[C:2]1[CH:7]=[CH:6][CH:5]=[CH:4][C:3]=1[C:8]([F:14])([F:13])[C:9]([F:12])([F:11])[F:10].[CH3:15][O:16][CH:17]([O:20]C)[CH:18]=[CH2:19], predict the reaction product. (7) Given the reactants [F:1][C:2]([F:33])([F:32])[CH2:3][NH:4][C:5]([NH:7][C:8]1[CH:9]=[C:10]([N:14]2[C:18]3[CH:19]=[CH:20][C:21]([C:23]4[CH:31]=[CH:30][C:26]([C:27](O)=[O:28])=[CH:25][CH:24]=4)=[CH:22][C:17]=3[N:16]=[CH:15]2)[CH:11]=[CH:12][CH:13]=1)=[O:6].[O:34]1[CH:38]=[CH:37][CH:36]=[C:35]1[CH2:39][NH2:40], predict the reaction product. The product is: [O:34]1[CH2:38][CH2:37][CH2:36][CH:35]1[CH2:39][NH:40][C:27](=[O:28])[C:26]1[CH:30]=[CH:31][C:23]([C:21]2[CH:20]=[CH:19][C:18]3[N:14]([C:10]4[CH:11]=[CH:12][CH:13]=[C:8]([NH:7][C:5]([NH:4][CH2:3][C:2]([F:33])([F:1])[F:32])=[O:6])[CH:9]=4)[CH:15]=[N:16][C:17]=3[CH:22]=2)=[CH:24][CH:25]=1. (8) The product is: [CH2:1]([C:3]1[S:12][C:11]2[NH:10][C:9]3[CH:13]=[CH:14][CH:15]=[CH:16][C:8]=3[N:7]=[C:6]([N:39]3[CH2:38][CH2:37][NH:36][C@@H:35]([CH2:31][CH2:32][C:33]4[CH:43]=[CH:42][CH:30]=[C:29]([O:28][CH3:27])[CH:34]=4)[CH2:40]3)[C:5]=2[N:4]=1)[CH3:2]. Given the reactants [CH2:1]([C:3]1[S:12][C:11]2[NH:10][C:9]3[CH:13]=[CH:14][CH:15]=[CH:16][C:8]=3[NH:7][C:6](=S)[C:5]=2[N:4]=1)[CH3:2].FC(F)(F)S(OC)(=O)=O.[CH3:27][O:28][C:29]1[CH:30]=[C:31]([C@H:35]2[CH2:40][NH:39][CH2:38][CH2:37][NH:36]2)[CH:32]=[CH:33][CH:34]=1.N1C=CC=[CH:43][CH:42]=1, predict the reaction product. (9) The product is: [CH2:20]([C:22]1[CH:23]=[CH:24][C:25]([C:28]2[S:32][C:31]([CH3:33])=[N:30][C:29]=2[C:34]([N:3]2[CH2:4][C@@H:5]3[C@@H:1]([CH2:6]3)[C@H:2]2[CH2:7][NH:8][C:9]([C:11]2[CH:12]=[CH:13][CH:14]=[C:15]3[O:19][CH:18]=[CH:17][C:16]=23)=[O:10])=[O:35])=[CH:26][CH:27]=1)[CH3:21]. Given the reactants [C@@H:1]12[CH2:6][C@@H:5]1[CH2:4][NH:3][C@@H:2]2[CH2:7][NH:8][C:9]([C:11]1[CH:12]=[CH:13][CH:14]=[C:15]2[O:19][CH:18]=[CH:17][C:16]=12)=[O:10].[CH2:20]([C:22]1[CH:27]=[CH:26][C:25]([C:28]2[S:32][C:31]([CH3:33])=[N:30][C:29]=2[C:34](O)=[O:35])=[CH:24][CH:23]=1)[CH3:21], predict the reaction product.